From a dataset of Catalyst prediction with 721,799 reactions and 888 catalyst types from USPTO. Predict which catalyst facilitates the given reaction. (1) Reactant: [Br:1][C:2]1[CH:3]=[C:4](I)[C:5]([O:8][CH3:9])=[N:6][CH:7]=1.[CH3:11][S:12]([NH2:15])(=[O:14])=[O:13].C(=O)([O-])[O-].[Cs+].[Cs+].O. Product: [Br:1][C:2]1[CH:3]=[C:4]([NH:15][S:12]([CH3:11])(=[O:14])=[O:13])[C:5]([O:8][CH3:9])=[N:6][CH:7]=1. The catalyst class is: 471. (2) Reactant: [F:1][C:2]1[CH:3]=[C:4]2[C:8](=[CH:9][CH:10]=1)[NH:7][C:6]([CH:11]=O)=[CH:5]2.[F:13][C:14]([F:31])([F:30])[C:15]1[CH:16]=[CH:17][C:18]([N:21]2[CH2:25][C@@H:24]3[C@@H:26]([NH2:29])[CH2:27][CH2:28][C@@H:23]3[CH2:22]2)=[N:19][CH:20]=1.C(O)(=O)C.C([BH3-])#N. Product: [F:1][C:2]1[CH:3]=[C:4]2[C:8](=[CH:9][CH:10]=1)[NH:7][C:6]([CH2:11][NH:29][C@@H:26]1[C@@H:24]3[C@@H:23]([CH2:22][N:21]([C:18]4[CH:17]=[CH:16][C:15]([C:14]([F:31])([F:30])[F:13])=[CH:20][N:19]=4)[CH2:25]3)[CH2:28][CH2:27]1)=[CH:5]2. The catalyst class is: 4.